From a dataset of Reaction yield outcomes from USPTO patents with 853,638 reactions. Predict the reaction yield, written as a fraction of the theoretical maximum amount of product (1.0 means a 100% yield; for example, 0.34 means a 34% yield). The yield is 0.310. The product is [C:16]1([CH:22]([C:23]2[CH:24]=[CH:25][CH:26]=[CH:27][CH:28]=2)[O:1][C:2]2[CH:11]=[CH:10][C:5]([C:6]([O:8][CH3:9])=[O:7])=[CH:4][C:3]=2[CH2:12][CH:13]([CH3:15])[CH3:14])[CH:21]=[CH:20][CH:19]=[CH:18][CH:17]=1. The catalyst is CN(C)C=O. The reactants are [OH:1][C:2]1[CH:11]=[CH:10][C:5]([C:6]([O:8][CH3:9])=[O:7])=[CH:4][C:3]=1[CH2:12][CH:13]([CH3:15])[CH3:14].[C:16]1([CH:22](Br)[C:23]2[CH:28]=[CH:27][CH:26]=[CH:25][CH:24]=2)[CH:21]=[CH:20][CH:19]=[CH:18][CH:17]=1.C(=O)([O-])[O-].[K+].[K+].